The task is: Predict the product of the given reaction.. This data is from Forward reaction prediction with 1.9M reactions from USPTO patents (1976-2016). Given the reactants [C:1]12([NH2:6])[CH2:5][CH:3]([CH2:4]1)[CH2:2]2.[C:7](Cl)(=[O:9])[CH3:8].C([O-])([O-])=O.[K+].[K+].C([O-])([O-])=O.[Na+].[Na+].C([O-])(O)=O.[Na+], predict the reaction product. The product is: [C:1]12([NH:6][C:7](=[O:9])[CH3:8])[CH2:5][CH:3]([CH2:4]1)[CH2:2]2.